The task is: Predict the reactants needed to synthesize the given product.. This data is from Full USPTO retrosynthesis dataset with 1.9M reactions from patents (1976-2016). The reactants are: [N:1]([CH2:4][CH:5]([CH3:17])[O:6][CH2:7][CH2:8][O:9][CH2:10][C:11]1[CH:16]=[CH:15][CH:14]=[CH:13][CH:12]=1)=[N+]=[N-].C1(P(C2C=CC=CC=2)C2C=CC=CC=2)C=CC=CC=1.O1CCCC1.[C:42](O[C:42]([O:44][C:45]([CH3:48])([CH3:47])[CH3:46])=[O:43])([O:44][C:45]([CH3:48])([CH3:47])[CH3:46])=[O:43]. Given the product [CH2:10]([O:9][CH2:8][CH2:7][O:6][CH:5]([CH3:17])[CH2:4][NH:1][C:42](=[O:43])[O:44][C:45]([CH3:48])([CH3:47])[CH3:46])[C:11]1[CH:16]=[CH:15][CH:14]=[CH:13][CH:12]=1, predict the reactants needed to synthesize it.